Task: Predict the reaction yield, written as a fraction of the theoretical maximum amount of product (1.0 means a 100% yield; for example, 0.34 means a 34% yield).. Dataset: Reaction yield outcomes from USPTO patents with 853,638 reactions (1) The reactants are C([O:9][CH2:10][C:11]1[O:15][N:14]=[C:13]([CH3:16])[C:12]=1[C:17]1[C:26]2[O:25][CH2:24][CH:23]([C:27]3[CH:32]=[CH:31][CH:30]=[CH:29][N:28]=3)[N:22]3[C:33](=[O:35])[NH:34][C:20]([C:21]=23)=[CH:19][CH:18]=1)(=O)C1C=CC=CC=1.[OH-].[Li+].O. The catalyst is O1CCCC1.CO. The product is [OH:9][CH2:10][C:11]1[O:15][N:14]=[C:13]([CH3:16])[C:12]=1[C:17]1[C:26]2[O:25][CH2:24][CH:23]([C:27]3[CH:32]=[CH:31][CH:30]=[CH:29][N:28]=3)[N:22]3[C:33](=[O:35])[NH:34][C:20]([C:21]=23)=[CH:19][CH:18]=1. The yield is 0.690. (2) The reactants are [CH2:1]([O:3][CH:4]([O:7][CH2:8][CH3:9])[C:5]#[CH:6])[CH3:2].[C:10]([N:14]=[N+:15]=[N-:16])([CH3:13])([CH3:12])[CH3:11].C(=O)(O)[O-].[Na+].O=C1O[C@H]([C@H](CO)O)C([O-])=C1O.[Na+].[O-][Mn](=O)(=O)=O.[K+].C(N(CC(O)=O)CC(O)=O)CN(CC(O)=O)CC(O)=O. The catalyst is C(OCC)(=O)C.O.O.O.O.O.S([O-])([O-])(=O)=O.[Cu+2].O.C(O)(C)(C)C. The product is [C:10]([N:14]1[CH:6]=[C:5]([CH:4]([O:7][CH2:8][CH3:9])[O:3][CH2:1][CH3:2])[N:16]=[N:15]1)([CH3:13])([CH3:12])[CH3:11]. The yield is 0.950. (3) The reactants are [Br:1][C:2]1[CH:3]=[CH:4][C:5]([Cl:11])=[C:6]([CH:10]=1)[C:7]([OH:9])=O.[F:12][C:13]1[CH:14]=[C:15]([NH2:20])[C:16]([NH2:19])=[CH:17][CH:18]=1.F[P-](F)(F)(F)(F)F.N1(OC(N(C)C)=[N+](C)C)C2N=CC=CC=2N=N1.C(N(CC)CC)C. The catalyst is O.CN(C)C=O.ClCCl. The product is [NH2:19][C:16]1[CH:17]=[CH:18][C:13]([F:12])=[CH:14][C:15]=1[NH:20][C:7](=[O:9])[C:6]1[CH:10]=[C:2]([Br:1])[CH:3]=[CH:4][C:5]=1[Cl:11]. The yield is 0.690. (4) The reactants are [N:1]1([CH2:6][CH2:7][CH2:8][O:9][C:10]2[CH:15]=[CH:14][C:13]([C:16]3([C:22](O)=[O:23])[CH2:21][CH2:20][CH2:19][CH2:18][CH2:17]3)=[CH:12][CH:11]=2)[CH2:5][CH2:4][CH2:3][CH2:2]1.[NH:25]1[CH2:30][CH2:29][NH:28][CH2:27][CH2:26]1. No catalyst specified. The product is [N:1]1([CH2:6][CH2:7][CH2:8][O:9][C:10]2[CH:15]=[CH:14][C:13]([C:16]3([C:22]([N:25]4[CH2:30][CH2:29][NH:28][CH2:27][CH2:26]4)=[O:23])[CH2:17][CH2:18][CH2:19][CH2:20][CH2:21]3)=[CH:12][CH:11]=2)[CH2:2][CH2:3][CH2:4][CH2:5]1. The yield is 0.190. (5) The reactants are [CH3:1][O:2][C:3]1[CH:30]=[CH:29][C:6]([CH2:7][S:8][C:9]2[C:10](F)=[C:11]([F:27])[C:12]([NH:19][C:20]3[CH:25]=[CH:24][CH:23]=[CH:22][C:21]=3[F:26])=[C:13]([CH:18]=2)[C:14]([O:16][CH3:17])=[O:15])=[CH:5][CH:4]=1.[N-:31]=[N+:32]=[N-:33].[Na+].O. The catalyst is CN(C=O)C. The product is [N:31]([C:10]1[C:9]([S:8][CH2:7][C:6]2[CH:29]=[CH:30][C:3]([O:2][CH3:1])=[CH:4][CH:5]=2)=[CH:18][C:13]([C:14]([O:16][CH3:17])=[O:15])=[C:12]([NH:19][C:20]2[CH:25]=[CH:24][CH:23]=[CH:22][C:21]=2[F:26])[C:11]=1[F:27])=[N+:32]=[N-:33]. The yield is 0.780. (6) The reactants are C[O:2][C:3]([C:5]1[CH:6]=[CH:7][C:8]2[O:12][CH2:11][C:10]([CH2:14][C:15]3[CH:20]=[CH:19][CH:18]=[CH:17][CH:16]=3)([CH3:13])[C:9]=2[CH:21]=1)=[O:4].[OH-].[Na+].C(O)C.Cl. The catalyst is O1CCCC1.O. The product is [CH2:14]([C:10]1([CH3:13])[C:9]2[CH:21]=[C:5]([C:3]([OH:4])=[O:2])[CH:6]=[CH:7][C:8]=2[O:12][CH2:11]1)[C:15]1[CH:20]=[CH:19][CH:18]=[CH:17][CH:16]=1. The yield is 0.970. (7) The reactants are B([O-])([O-])[O-].[Si+4].B([O-])([O-])[O-].B([O-])([O-])[O-].B([O-])([O-])[O-].[Si+4].[Si+4].[F:20][C:21]([F:50])([F:49])[CH2:22][C:23]([NH:25][CH2:26][C:27]1[CH:32]=[CH:31][C:30](/[CH:33]=[CH:34]/[CH:35]([C:40]2[CH:45]=[C:44]([Cl:46])[C:43]([Cl:47])=[C:42]([Cl:48])[CH:41]=2)[C:36]([F:39])([F:38])[F:37])=[CH:29][CH:28]=1)=[O:24]. The catalyst is CS(C)=O. The product is [F:49][C:21]([F:20])([F:50])[CH2:22][C:23]([NH:25][CH2:26][C:27]1[CH:32]=[CH:31][C:30](/[CH:33]=[CH:34]\[CH:35]([C:40]2[CH:41]=[C:42]([Cl:48])[C:43]([Cl:47])=[C:44]([Cl:46])[CH:45]=2)[C:36]([F:37])([F:38])[F:39])=[CH:29][CH:28]=1)=[O:24]. The yield is 0.0800.